This data is from Experimentally validated miRNA-target interactions with 360,000+ pairs, plus equal number of negative samples. The task is: Binary Classification. Given a miRNA mature sequence and a target amino acid sequence, predict their likelihood of interaction. (1) The protein sequence of the target gene is MVVREASAAQASLSQVLPQLRYLHIFLEQVHTHFQEQSVGERGAAIQLAEGLARQLCTDCQLNKLFYREEFVLATLLDPCFKGKIEAILPWGPTDIDHWKQVLVYKVKEIRVSEYSLNSPSPLQSPRGLCVDPTRVAKSSGVEGRSQGEPLQSSSHSGAFLLAQREKGLLESMGLLASERSGGSLSTKSHWASIIVKKYLWENETVGAQDDPLAYWEKKREAWPPSICLTPHRSLL. The miRNA is hsa-miR-6854-3p with sequence UGCGUUUCUCCUCUUGAGCAG. Result: 0 (no interaction). (2) The miRNA is mmu-miR-340-5p with sequence UUAUAAAGCAAUGAGACUGAUU. The protein sequence of the target gene is MYEGKHIHFSEVDNKPLCSYSPKLCKQRRLNGYAFCIRHVLEDKTAPFKQCEYVAKYNSQRCTNPIPKSEDRRYCNSHLQVLGFIPKKERKKKTDPVDEVKARHQMDAMAFSLTVPTLALKMPNGLDSMSLSPPGARVPLHYLDTELEDPFAFNEEDDDLKKGVTVRKKLQSKLAQNRQRQRETEILKVRQEHFSTPPTPPQQHTHLSPLSTSLKPPAPPQGSVCKSPQPQNTSLPMQGVAPTTHSIAQIRQASHKRPLPLLPSSRAPISDAPRTDRILMKAAAFSPHLSCISRLQRLVK.... Result: 1 (interaction). (3) The miRNA is hsa-miR-6132 with sequence AGCAGGGCUGGGGAUUGCA. The protein sequence of the target gene is MATSTGRWLLLRLALFGFLWEASGGLDSGASRDDDLLLPYPRARARLPRDCTRVRAGNREHESWPPPPATPGAGGLAVRTFVSHFRDRAVAGHLTRAVEPLRTFSVLEPGGPGGCAARRRATVEETARAADCRVAQNGGFFRMNSGECLGNVVSDERRVSSSGGLQNAQFGIRRDGTLVTGYLSEEEVLDTENPFVQLLSGVVWLIRNGSIYINESQATECDETQETGSFSKFVNVISARTAIGHDRKGQLVLFHADGQTEQRGINLWEMAEFLLKQDVVNAINLDGGGSATFVLNGTLA.... Result: 0 (no interaction). (4) The miRNA is hsa-miR-18a-5p with sequence UAAGGUGCAUCUAGUGCAGAUAG. The protein sequence of the target gene is MAPRPPTAAPQESVTFKDVSVDFTQEEWYHVDPAQRSLYRDVMLENYSHLVSLGYQVSKPEVIFKLEQGEEPWISEGEIQRPFYPDWKTRPEVKSSHLQQDVSEVSHCTHDLLHATLEDSWDVSSQLDRQQENWKRHLGSEASTQKKIITPQENFEQNKFGENSRLNTNLVTQLNIPARIRPSECETLGSNLGHNADLLNENNILAKKKPYKCDKCRKAFIHRSSLTKHEKTHKGEGAFPNGTDQGIYPGKKHHECTDCGKTFLWKTQLTEHQRIHTGEKPFECNVCGKAFRHSSSLGQH.... Result: 0 (no interaction). (5) The miRNA is mmu-miR-874-3p with sequence CUGCCCUGGCCCGAGGGACCGA. The protein sequence of the target gene is MKSSGPVERLLRALGRRDSSRAASRPRKAEPHSFREKVFRKKPPVCAVCKVTIDGTGVSCRVCKVATHRKCEAKVTSACQALPPVELRRNTAPVRRIEHLGSTKSLNHSKQRSTLPRSFSLDPLMERRWDLDLTYVTERILAAAFPARPDEQRHRGHLRELAHVLQSKHRDKYLLFNLSEKRHDLTRLNPKVQDFGWPELHAPPLDKLCSICKAMETWLSADPQHVVVLYCKGNKGKLGVIVSAYMHYSKISAGADQALATLTMRKFCEDKVATELQPSQRRYISYFSGLLSGSIRMNSS.... Result: 0 (no interaction). (6) The miRNA is rno-miR-130b-3p with sequence CAGUGCAAUGAUGAAAGGGCAU. The protein sequence of the target gene is MSDHGDVSLPPQDRVRILSQLGSAVELNEDIPPRRYYRSGVEIIRMASVYSEEGNIEHAFILYNKYITLFIEKLPKHRDYKSAIIPEKKDAVKKLKSVAFPKAEELKTELLRRYTKEYEQYKERKKKEEEELARNIAIQQELEKEKQRVAQQKQKQLEQEQFHAFEEMIQRQELEKERLKIVQEFGKVDPGPCGPLLPDLEKPCVDVAPSSPFSPTQTPDCNTGMRPAKPPVVDRSLKPGALSVIENVPTIEGLRHIVVPRNLCSEFLQLASANTAKGIETCGVLCGKLMRNEFTITHVL.... Result: 0 (no interaction). (7) The miRNA is hsa-miR-1468-3p with sequence AGCAAAAUAAGCAAAUGGAAAA. The protein sequence of the target gene is MSRRKQAKPRSLKDPNCKLEDKIEDGEAVDCKKRPEDGEELEEDAVHSCDSCLQVFESLSDITEHKIHQCQLTDGVDVEDDPSCSWPASSPSSKDQTSPSHGEGCDFGEEEGGPGLPYPCQFCDKSFSRLSYLKHHEQSHSDKLPFKCTYCSRLFKHKRSRDRHIKLHTGDKKYHCSECDAAFSRSDHLKIHLKTHTSNKPYKCAVCRRGFLSSSSLHGHMQVHERNKDGSQSGSRMEDWKMKDTQKCSQCEEGFDFPEDLQKHIAECHPECSPNEDRAALQCMYCHELFVEETSLMNHI.... Result: 0 (no interaction). (8) The miRNA is mmu-miR-149-5p with sequence UCUGGCUCCGUGUCUUCACUCCC. The protein sequence of the target gene is MSGSSLPGALALSLLLVSGSLLPGPGAAQNAGFVKSPMSETKLTGDAFELYCDVVGSPTPEIQWWYAEVNRAESFRQLWDGARKRRVTVNTAYGSNGVSVLRITRLTLEDSGTYECRASNDPKRNDLRQNPSITWIRAQATISVLQKPRIVTSEEVIIRESLLPVTLQCNLTSSSHTLMYSYWTRNGVELTATRKNASNMEYRINKPRAEDSGEYHCVYHFVSAPKANATIEVKAAPDITGHKRSENKNEGQDAMMYCKSVGYPHPEWIWRKKENGVFEEISNSSGRFFITNKENYTELS.... Result: 1 (interaction).